From a dataset of Forward reaction prediction with 1.9M reactions from USPTO patents (1976-2016). Predict the product of the given reaction. (1) Given the reactants [C:1]([O:5][C:6]([N:8]1[CH2:12][C@H:11]([O:13][C:14]2[CH:19]=[CH:18][CH:17]=[C:16]([CH:20]([CH3:22])[CH3:21])[CH:15]=2)[C@@H:10]([CH2:23][OH:24])[CH2:9]1)=[O:7])([CH3:4])([CH3:3])[CH3:2].CC(OI1(OC(C)=O)(OC(C)=O)OC(=O)C2C=CC=CC1=2)=O.C([O-])(O)=O.[Na+].[O-]S([O-])(=S)=O.[Na+].[Na+], predict the reaction product. The product is: [C:1]([O:5][C:6]([N:8]1[CH2:12][C@H:11]([O:13][C:14]2[CH:19]=[CH:18][CH:17]=[C:16]([CH:20]([CH3:21])[CH3:22])[CH:15]=2)[C@H:10]([CH:23]=[O:24])[CH2:9]1)=[O:7])([CH3:3])([CH3:4])[CH3:2]. (2) Given the reactants [CH:1]([N:6]1[C:12](=[O:13])[O:11][C:9](=O)[C:8]2=[CH:14][CH:15]=[CH:16][CH:17]=[C:7]12)=[CH:2][C:3](=[CH2:5])[CH3:4].[H-].[Na+].C(OCC)(=O)[CH2:21][C:22]([O:24][CH2:25][CH3:26])=[O:23], predict the reaction product. The product is: [OH:11][C:9]1[C:8]2[C:7](=[CH:17][CH:16]=[CH:15][CH:14]=2)[N:6]([CH:1]=[CH:2][C:3](=[CH2:5])[CH3:4])[C:12](=[O:13])[C:21]=1[C:22]([O:24][CH2:25][CH3:26])=[O:23]. (3) Given the reactants [Br:1][C:2]1[CH:3]=[CH:4][CH:5]=[C:6]2[C:11]=1[N:10]=[CH:9][N:8]([CH2:12][CH2:13][OH:14])[C:7]2=[O:15].[C:16]([Si:20](Cl)([CH3:22])[CH3:21])([CH3:19])([CH3:18])[CH3:17].N1C=CN=C1, predict the reaction product. The product is: [Br:1][C:2]1[CH:3]=[CH:4][CH:5]=[C:6]2[C:11]=1[N:10]=[CH:9][N:8]([CH2:12][CH2:13][O:14][Si:20]([C:16]([CH3:19])([CH3:18])[CH3:17])([CH3:22])[CH3:21])[C:7]2=[O:15]. (4) Given the reactants Br[C:2]1[C:10]2[O:9][CH2:8][C@@H:7]([N:11]([C:26](=[O:31])[C:27]([F:30])([F:29])[F:28])[C:12]3[CH:25]=[CH:24][C:15]4[C@H:16]([CH2:19][C:20]([O:22][CH3:23])=[O:21])[CH2:17][O:18][C:14]=4[CH:13]=3)[C:6]=2[CH:5]=[CH:4][CH:3]=1.[NH2:32][C:33]1[CH:40]=[CH:39][C:36]([C:37]#[N:38])=[CH:35][C:34]=1[F:41].C1(P(C2C=CC=CC=2)C2C3OC4C(=CC=CC=4P(C4C=CC=CC=4)C4C=CC=CC=4)C(C)(C)C=3C=CC=2)C=CC=CC=1.C(=O)([O-])[O-].[Cs+].[Cs+], predict the reaction product. The product is: [C:37]([C:36]1[CH:39]=[CH:40][C:33]([NH:32][C:2]2[C:10]3[O:9][CH2:8][C@@H:7]([N:11]([C:26](=[O:31])[C:27]([F:30])([F:29])[F:28])[C:12]4[CH:25]=[CH:24][C:15]5[C@H:16]([CH2:19][C:20]([O:22][CH3:23])=[O:21])[CH2:17][O:18][C:14]=5[CH:13]=4)[C:6]=3[CH:5]=[CH:4][CH:3]=2)=[C:34]([F:41])[CH:35]=1)#[N:38]. (5) Given the reactants N1(C2OC(C(NC3C=CC(N4CCC(C(O)=O)CC4)=NC=3)=O)=C(C(F)(F)F)N=2)CCCCC1.[N:34]1([C:40]2[S:41][C:42]([C:49]([NH:51][C:52]3[CH:53]=[CH:54][C:55]([N:58]4[CH2:63][CH2:62][N:61]([CH2:64][C:65]([O:67]CC)=[O:66])[CH2:60][CH2:59]4)=[N:56][CH:57]=3)=[O:50])=[C:43]([C:45]([F:48])([F:47])[F:46])[N:44]=2)[CH2:39][CH2:38][CH2:37][CH2:36][CH2:35]1, predict the reaction product. The product is: [N:34]1([C:40]2[S:41][C:42]([C:49]([NH:51][C:52]3[CH:53]=[CH:54][C:55]([N:58]4[CH2:63][CH2:62][N:61]([CH2:64][C:65]([OH:67])=[O:66])[CH2:60][CH2:59]4)=[N:56][CH:57]=3)=[O:50])=[C:43]([C:45]([F:46])([F:47])[F:48])[N:44]=2)[CH2:35][CH2:36][CH2:37][CH2:38][CH2:39]1.